Dataset: Forward reaction prediction with 1.9M reactions from USPTO patents (1976-2016). Task: Predict the product of the given reaction. Given the reactants [CH2:1]([N:8]1[CH:16]=[C:15]2[C:10]([CH:11]=[C:12]([C:17]3[CH:18]=[C:19]([CH:27]4[CH2:31][CH2:30][NH:29][CH2:28]4)[N:20]4[C:25]=3[C:24]([NH2:26])=[N:23][CH:22]=[N:21]4)[CH:13]=[CH:14]2)=[N:9]1)[C:2]1[CH:7]=[CH:6][CH:5]=[CH:4][CH:3]=1.Cl[CH2:33][C:34]([N:36]([CH3:38])[CH3:37])=[O:35], predict the reaction product. The product is: [NH2:26][C:24]1[C:25]2=[C:17]([C:12]3[CH:13]=[CH:14][C:15]4[C:10]([CH:11]=3)=[N:9][N:8]([CH2:1][C:2]3[CH:3]=[CH:4][CH:5]=[CH:6][CH:7]=3)[CH:16]=4)[CH:18]=[C:19]([CH:27]3[CH2:31][CH2:30][N:29]([CH2:33][C:34]([N:36]([CH3:38])[CH3:37])=[O:35])[CH2:28]3)[N:20]2[N:21]=[CH:22][N:23]=1.